Dataset: Full USPTO retrosynthesis dataset with 1.9M reactions from patents (1976-2016). Task: Predict the reactants needed to synthesize the given product. (1) Given the product [CH2:1]([O:3][C:4]1[N:8]=[C:7]([CH:9]2[CH2:14][CH:13]([C:15]3[CH:20]=[CH:19][C:18]([O:21][C:22]([F:23])([F:25])[F:24])=[C:17]([F:26])[CH:16]=3)[CH2:12][N:11]([C:27]([N:43]3[CH2:44][CH:41]([OH:40])[CH2:42]3)=[O:29])[CH2:10]2)[O:6][N:5]=1)[CH3:2], predict the reactants needed to synthesize it. The reactants are: [CH2:1]([O:3][C:4]1[N:8]=[C:7]([CH:9]2[CH2:14][CH:13]([C:15]3[CH:20]=[CH:19][C:18]([O:21][C:22]([F:25])([F:24])[F:23])=[C:17]([F:26])[CH:16]=3)[CH2:12][N:11]([C:27]([O:29]C3C=CC([N+]([O-])=O)=CC=3)=O)[CH2:10]2)[O:6][N:5]=1)[CH3:2].Cl.[OH:40][CH:41]1[CH2:44][NH:43][CH2:42]1.C(=O)([O-])[O-].[K+].[K+]. (2) Given the product [CH2:28]([O:30][CH:31]([O:35][CH2:36][CH3:37])[CH2:32][CH2:33][NH:34][C:8]1[C:17]2[C:12](=[CH:13][CH:14]=[CH:15][CH:16]=2)[N:11]=[CH:10][C:9]=1[N+:18]([O-:20])=[O:19])[CH3:29], predict the reactants needed to synthesize it. The reactants are: C(=O)([O-])[O-].[K+].[K+].Cl[C:8]1[C:17]2[C:12](=[CH:13][CH:14]=[CH:15][CH:16]=2)[N:11]=[CH:10][C:9]=1[N+:18]([O-:20])=[O:19].C(N(CC)CC)C.[CH2:28]([O:30][CH:31]([O:35][CH2:36][CH3:37])[CH2:32][CH2:33][NH2:34])[CH3:29].